From a dataset of Reaction yield outcomes from USPTO patents with 853,638 reactions. Predict the reaction yield, written as a fraction of the theoretical maximum amount of product (1.0 means a 100% yield; for example, 0.34 means a 34% yield). (1) The reactants are [N:1]1[C:8](Cl)=[N:7][C:5](Cl)=[N:4][C:2]=1Cl.[F:10][C:11]1C=C(C=CC=1N)OC.CC[N:22]([CH:26]([CH3:28])[CH3:27])C(C)C.[CH:29]1([NH2:36])[CH2:35][CH2:34][CH2:33][CH2:32][CH2:31][CH2:30]1.[CH3:37][N:38]([CH3:42])[CH2:39][CH2:40][NH2:41].[C:43]([O:46][CH2:47][CH3:48])(=O)C. The catalyst is CC#N. The product is [CH:29]1([NH:36][C:2]2[N:4]=[C:5]([NH:41][CH2:40][CH2:39][N:38]([CH3:42])[CH3:37])[N:7]=[C:8]([NH:22][C:26]3[CH:27]=[CH:48][C:47]([O:46][CH3:43])=[C:11]([F:10])[CH:28]=3)[N:1]=2)[CH2:35][CH2:34][CH2:33][CH2:32][CH2:31][CH2:30]1. The yield is 0.280. (2) The reactants are [Cl:1][C:2]1[CH:3]=[N:4][C:5]([C:12]2[CH:17]=[CH:16][CH:15]=[C:14]([F:18])[CH:13]=2)=[C:6]([CH:11]=1)[C:7]([O:9][CH3:10])=[O:8].C(OO)(=[O:21])C. No catalyst specified. The product is [Cl:1][C:2]1[CH:3]=[N+:4]([O-:21])[C:5]([C:12]2[CH:17]=[CH:16][CH:15]=[C:14]([F:18])[CH:13]=2)=[C:6]([CH:11]=1)[C:7]([O:9][CH3:10])=[O:8]. The yield is 0.680.